This data is from Forward reaction prediction with 1.9M reactions from USPTO patents (1976-2016). The task is: Predict the product of the given reaction. (1) Given the reactants [Br:1][C:2]1[C:3](Cl)=[C:4]2[CH:10]=[CH:9][N:8]([Si](C(C)C)(C(C)C)C(C)C)[C:5]2=[N:6][CH:7]=1.[NH:22]1[CH2:27][CH2:26][NH:25][CH2:24][CH2:23]1.C(N(CC)CC)C.[CH3:35][C:36]([O:39][C:40](O[C:40]([O:39][C:36]([CH3:38])([CH3:37])[CH3:35])=[O:41])=[O:41])([CH3:38])[CH3:37].[Li+].[OH-], predict the reaction product. The product is: [Br:1][C:2]1[C:3]([N:22]2[CH2:27][CH2:26][N:25]([C:40]([O:39][C:36]([CH3:38])([CH3:37])[CH3:35])=[O:41])[CH2:24][CH2:23]2)=[C:4]2[CH:10]=[CH:9][NH:8][C:5]2=[N:6][CH:7]=1. (2) Given the reactants Cl[C:2]1[C:11]2[C:6](=[CH:7][CH:8]=[CH:9][CH:10]=2)[N:5]2[N:12]=[N:13][N:14]=[C:4]2[C:3]=1[N+:15]([O-:17])=[O:16].ClCCl.C(N(CC)CC)C.[N:28]1[CH:33]=[CH:32][CH:31]=[C:30]([CH2:34][CH2:35][CH2:36][O:37][CH2:38][CH2:39][NH2:40])[CH:29]=1, predict the reaction product. The product is: [N+:15]([C:3]1[C:4]2[N:5]([N:12]=[N:13][N:14]=2)[C:6]2[C:11]([C:2]=1[NH:40][CH2:39][CH2:38][O:37][CH2:36][CH2:35][CH2:34][C:30]1[CH:29]=[N:28][CH:33]=[CH:32][CH:31]=1)=[CH:10][CH:9]=[CH:8][CH:7]=2)([O-:17])=[O:16].